Dataset: Full USPTO retrosynthesis dataset with 1.9M reactions from patents (1976-2016). Task: Predict the reactants needed to synthesize the given product. (1) Given the product [CH2:1]([O:3][C:4]([C:6]1[CH:10]=[C:9]([C:11]2[CH:16]=[CH:15][C:14]([OH:17])=[CH:13][N:12]=2)[N:8]([C:25]2[CH:30]=[CH:29][CH:28]=[CH:27][CH:26]=2)[N:7]=1)=[O:5])[CH3:2], predict the reactants needed to synthesize it. The reactants are: [CH2:1]([O:3][C:4]([C:6]1[CH:10]=[C:9]([C:11]2[CH:16]=[CH:15][C:14]([O:17]CC3C=CC=CC=3)=[CH:13][N:12]=2)[N:8]([C:25]2[CH:30]=[CH:29][CH:28]=[CH:27][CH:26]=2)[N:7]=1)=[O:5])[CH3:2].[H][H]. (2) Given the product [F:20][C:21]([F:25])([F:24])[CH2:22][O:23][C:11](=[O:12])[NH:10][C:8](=[O:9])[C:7]([C:1]1[CH:2]=[CH:3][CH:4]=[CH:5][CH:6]=1)([C:14]1[CH:19]=[CH:18][CH:17]=[CH:16][CH:15]=1)[CH3:13], predict the reactants needed to synthesize it. The reactants are: [C:1]1([C:7]([C:14]2[CH:19]=[CH:18][CH:17]=[CH:16][CH:15]=2)([CH3:13])[C:8]([N:10]=[C:11]=[O:12])=[O:9])[CH:6]=[CH:5][CH:4]=[CH:3][CH:2]=1.[F:20][C:21]([F:25])([F:24])[CH2:22][OH:23]. (3) Given the product [CH2:1]([C:5]1[CH:10]=[CH:9][C:8]([C:11]#[C:12][C:13]2[CH:20]=[CH:19][CH:18]=[CH:17][C:14]=2[CH2:15][NH:27][CH2:21][CH2:22][CH2:23][CH2:24][CH2:25][CH3:26])=[CH:7][CH:6]=1)[CH2:2][CH2:3][CH3:4], predict the reactants needed to synthesize it. The reactants are: [CH2:1]([C:5]1[CH:10]=[CH:9][C:8]([C:11]#[C:12][C:13]2[CH:20]=[CH:19][CH:18]=[CH:17][C:14]=2[CH:15]=O)=[CH:7][CH:6]=1)[CH2:2][CH2:3][CH3:4].[CH2:21]([NH2:27])[CH2:22][CH2:23][CH2:24][CH2:25][CH3:26]. (4) The reactants are: [CH3:1][O:2][C:3]([C:5]1([O:9][C:10]2[CH:15]=[CH:14][C:13]([Cl:16])=[CH:12][C:11]=2/[CH:17]=[C:18]2\[C:19](=[O:28])[NH:20][C:21]3[C:26]\2=[CH:25][CH:24]=[C:23]([Cl:27])[CH:22]=3)[CH2:8][CH2:7][CH2:6]1)=[O:4].[C:29]([O:33][C:34](O[C:34]([O:33][C:29]([CH3:32])([CH3:31])[CH3:30])=[O:35])=[O:35])([CH3:32])([CH3:31])[CH3:30]. Given the product [C:29]([O:33][C:34]([N:20]1[C:21]2[C:26](=[CH:25][CH:24]=[C:23]([Cl:27])[CH:22]=2)/[C:18](=[CH:17]/[C:11]2[CH:12]=[C:13]([Cl:16])[CH:14]=[CH:15][C:10]=2[O:9][C:5]2([C:3]([O:2][CH3:1])=[O:4])[CH2:8][CH2:7][CH2:6]2)/[C:19]1=[O:28])=[O:35])([CH3:32])([CH3:31])[CH3:30], predict the reactants needed to synthesize it. (5) Given the product [CH3:16][O:17][C:18]([C:20]1[C:29]2[O:28][CH:27]=[C:26]([C:13]3[CH:12]=[N:11][CH:10]=[C:9]([O:8][CH2:1][C:2]4[CH:7]=[CH:6][CH:5]=[CH:4][CH:3]=4)[CH:14]=3)[O:25][C:24]=2[CH:23]=[CH:22][CH:21]=1)=[O:19], predict the reactants needed to synthesize it. The reactants are: [CH2:1]([O:8][C:9]1[CH:10]=[N:11][CH:12]=[C:13](Br)[CH:14]=1)[C:2]1[CH:7]=[CH:6][CH:5]=[CH:4][CH:3]=1.[CH3:16][O:17][C:18]([C:20]1[C:29]2[O:28][CH:27]=[C:26](Br)[O:25][C:24]=2[CH:23]=[CH:22][CH:21]=1)=[O:19]. (6) The reactants are: [O:1]1CCO[CH:2]1[C:6]1[CH:11]=[CH:10][C:9]([C:12]2[C:21]([C:22]3[CH:27]=[CH:26][CH:25]=[CH:24][CH:23]=3)=[CH:20][C:19]3[C:18]4=[N:28][N:29]=[C:30]([CH3:31])[N:17]4[CH:16]=[CH:15][C:14]=3[N:13]=2)=[CH:8][CH:7]=1. Given the product [CH3:31][C:30]1[N:17]2[C:18]([C:19]3[CH:20]=[C:21]([C:22]4[CH:27]=[CH:26][CH:25]=[CH:24][CH:23]=4)[C:12]([C:9]4[CH:10]=[CH:11][C:6]([CH:2]=[O:1])=[CH:7][CH:8]=4)=[N:13][C:14]=3[CH:15]=[CH:16]2)=[N:28][N:29]=1, predict the reactants needed to synthesize it.